This data is from Catalyst prediction with 721,799 reactions and 888 catalyst types from USPTO. The task is: Predict which catalyst facilitates the given reaction. (1) Product: [CH3:1][O:2][C:3]1[CH:12]=[C:11]2[C:6]([CH2:7][CH2:8][CH:9]([N:13]([CH2:14][CH2:15][CH3:16])[CH2:27][CH2:26][CH2:25][CH2:24][N:23]3[CH2:22][CH2:21][CH2:20][O:19][C:18]3=[O:17])[CH2:10]2)=[CH:5][CH:4]=1. The catalyst class is: 26. Reactant: [CH3:1][O:2][C:3]1[CH:12]=[C:11]2[C:6]([CH2:7][CH2:8][CH:9]([NH:13][CH2:14][CH2:15][CH3:16])[CH2:10]2)=[CH:5][CH:4]=1.[O:17]=[C:18]1[N:23]([CH2:24][CH2:25][CH2:26][CH:27]=O)[CH2:22][CH2:21][CH2:20][O:19]1.C(N(C(C)C)CC)(C)C.C(O[BH-](OC(=O)C)OC(=O)C)(=O)C.[Na+]. (2) Reactant: Cl.[O:2]=[C:3]([C:14]1[CH:19]=[CH:18][CH:17]=[CH:16][CH:15]=1)[CH2:4][C:5](SC1C=CC=CC=1)=[NH:6].[CH3:20][O:21][C:22]1[CH:23]=[C:24]([CH:26]=[CH:27][CH:28]=1)[NH2:25]. Product: [CH3:20][O:21][C:22]1[CH:23]=[C:24]([NH:25][C:5](=[NH:6])[CH2:4][C:3](=[O:2])[C:14]2[CH:15]=[CH:16][CH:17]=[CH:18][CH:19]=2)[CH:26]=[CH:27][CH:28]=1. The catalyst class is: 15. (3) Reactant: [CH3:1][O:2][C:3]1[CH:4]=[C:5]2[C:10](=[CH:11][CH:12]=1)[CH:9]=[C:8]([C:13]#[C:14][C:15]1C=CC(N)=C(C)[CH:16]=1)[CH:7]=[CH:6]2.[CH3:23][C:24]1O[C:26](=[O:34])[C:27]2[CH:33]=[CH:32][CH:31]=[CH:30][C:28]=2[N:29]=1. Product: [CH3:1][O:2][C:3]1[CH:4]=[C:5]2[C:10](=[CH:11][CH:12]=1)[CH:9]=[C:8]([C:13]1[CH:26]=[CH:27][C:28]([N:29]3[C:26](=[O:34])[C:27]4[C:28](=[CH:30][CH:31]=[CH:32][CH:33]=4)[N:29]=[C:24]3[CH3:23])=[C:30]([CH3:31])[C:14]=1[C:15]#[CH:16])[CH:7]=[CH:6]2. The catalyst class is: 15. (4) Reactant: Cl.O.[NH:3]1[CH2:8][CH2:7][C:6](=[O:9])[CH2:5][CH2:4]1.C(=O)([O-])[O-].[K+].[K+].[CH3:16][C:17]1[CH:24]=[CH:23][CH:22]=[CH:21][C:18]=1[CH2:19]Br. Product: [CH3:16][C:17]1[CH:24]=[CH:23][CH:22]=[CH:21][C:18]=1[CH2:19][N:3]1[CH2:8][CH2:7][C:6](=[O:9])[CH2:5][CH2:4]1. The catalyst class is: 23. (5) Reactant: [CH3:1][C:2]1[C:7]([CH3:8])=[CH:6][C:5]([NH:9][CH2:10][CH2:11][CH2:12][NH2:13])=[C:4]([N+:14]([O-:16])=[O:15])[CH:3]=1.[CH:17](=O)[C:18]1[CH:23]=[CH:22][CH:21]=[CH:20][CH:19]=1.[BH3-]C#N.[Na+]. Product: [CH2:17]([NH:13][CH2:12][CH2:11][CH2:10][NH:9][C:5]1[CH:6]=[C:7]([CH3:8])[C:2]([CH3:1])=[CH:3][C:4]=1[N+:14]([O-:16])=[O:15])[C:18]1[CH:23]=[CH:22][CH:21]=[CH:20][CH:19]=1. The catalyst class is: 467.